This data is from Reaction yield outcomes from USPTO patents with 853,638 reactions. The task is: Predict the reaction yield, written as a fraction of the theoretical maximum amount of product (1.0 means a 100% yield; for example, 0.34 means a 34% yield). The reactants are O.ON1C2C=CC=CC=2N=N1.CCN=C=NCCCN(C)C.Cl.C(N(CC)CC)C.[NH2:31][C@H:32]1[CH2:37][CH2:36][N:35]([C:38]([O:40][C:41]([CH3:44])([CH3:43])[CH3:42])=[O:39])[CH2:34][C@H:33]1[F:45].[Cl:46][C:47]1[N:48]=[C:49]([C:54](O)=[O:55])[NH:50][C:51]=1[CH2:52][CH3:53]. The catalyst is CC(N(C)C)=O.O. The product is [Cl:46][C:47]1[N:48]=[C:49]([C:54]([NH:31][C@H:32]2[CH2:37][CH2:36][N:35]([C:38]([O:40][C:41]([CH3:42])([CH3:44])[CH3:43])=[O:39])[CH2:34][C@H:33]2[F:45])=[O:55])[NH:50][C:51]=1[CH2:52][CH3:53]. The yield is 0.750.